Dataset: Full USPTO retrosynthesis dataset with 1.9M reactions from patents (1976-2016). Task: Predict the reactants needed to synthesize the given product. (1) Given the product [CH3:9][O:8][C:3]1[CH:4]=[CH:5][CH:6]=[CH:7][C:2]=1[Li:14], predict the reactants needed to synthesize it. The reactants are: I[C:2]1[CH:7]=[CH:6][CH:5]=[CH:4][C:3]=1[O:8][CH3:9].C([Li:14])CCC.CCCCCC. (2) Given the product [CH3:1][NH:2][C:3]1[CH:8]=[CH:7][C:6]([O:9][CH3:10])=[CH:5][C:4]=1[NH2:11], predict the reactants needed to synthesize it. The reactants are: [CH3:1][NH:2][C:3]1[CH:8]=[CH:7][C:6]([O:9][CH3:10])=[CH:5][C:4]=1[N+:11]([O-])=O. (3) Given the product [C:16]12([CH2:26][C:27]([F:29])([F:30])[S:1]([O-:3])=[O:2])[CH2:25][CH:20]3[CH2:21][CH:22]([CH2:24][CH:18]([CH2:19]3)[CH2:17]1)[CH2:23]2.[Na+:7], predict the reactants needed to synthesize it. The reactants are: [S:1]([S:1]([O-:3])=[O:2])([O-:3])=[O:2].[Na+:7].[Na+:7].C(=O)([O-])[O-].[Na+].[Na+].O.[C:16]12([CH2:26][C:27]([F:30])([F:29])I)[CH2:25][CH:20]3[CH2:21][CH:22]([CH2:24][CH:18]([CH2:19]3)[CH2:17]1)[CH2:23]2. (4) Given the product [C:1]([C:3]1[CH:8]=[C:7](/[CH:15]=[CH:16]/[CH3:17])[CH:6]=[CH:5][C:4]=1[NH:10][S:11]([NH2:14])(=[O:13])=[O:12])#[N:2], predict the reactants needed to synthesize it. The reactants are: [C:1]([C:3]1[CH:8]=[C:7](Br)[CH:6]=[CH:5][C:4]=1[NH:10][S:11]([NH2:14])(=[O:13])=[O:12])#[N:2].[CH:15](/B(O)O)=[CH:16]\[CH3:17].